Dataset: Forward reaction prediction with 1.9M reactions from USPTO patents (1976-2016). Task: Predict the product of the given reaction. (1) Given the reactants [NH2:1][C:2]1[CH:10]=[C:9]([O:11][CH3:12])[CH:8]=[CH:7][C:3]=1[C:4]([OH:6])=[O:5].ClCCCl.[F:17][C:18]([F:23])([F:22])[CH2:19][CH:20]=O.C(O[BH-](OC(=O)C)OC(=O)C)(=O)C.[Na+], predict the reaction product. The product is: [CH3:12][O:11][C:9]1[CH:8]=[CH:7][C:3]([C:4]([OH:6])=[O:5])=[C:2]([NH:1][CH2:20][CH2:19][C:18]([F:23])([F:22])[F:17])[CH:10]=1. (2) Given the reactants [CH3:1][O:2][C:3]1[CH:8]=[CH:7][C:6]([CH2:9][C:10]([OH:12])=O)=[CH:5][CH:4]=1.C(N=C=NCCCN(C)C)C.[NH2:24][C:25]1[CH:30]=[CH:29][CH:28]=[CH:27][N:26]=1, predict the reaction product. The product is: [CH3:1][O:2][C:3]1[CH:4]=[CH:5][C:6]([CH2:9][C:10]([NH:24][C:25]2[CH:30]=[CH:29][CH:28]=[CH:27][N:26]=2)=[O:12])=[CH:7][CH:8]=1. (3) Given the reactants [OH:1][CH2:2][C:3]1[C:4]([C:16]2[CH:21]=[CH:20][CH:19]=[CH:18][C:17]=2[O:22][CH3:23])=[CH:5][CH:6]=[C:7]2[C:12]=1[NH:11][C:10](=[O:13])[C:9]([CH3:15])([CH3:14])[NH:8]2.C(N(CC)CC)C.[C:31](Cl)(=[O:38])[C:32]1[CH:37]=[CH:36][CH:35]=[CH:34][CH:33]=1.C(OCC)(=O)C, predict the reaction product. The product is: [C:31]([O:1][CH2:2][C:3]1[C:4]([C:16]2[CH:21]=[CH:20][CH:19]=[CH:18][C:17]=2[O:22][CH3:23])=[CH:5][CH:6]=[C:7]2[C:12]=1[NH:11][C:10](=[O:13])[C:9]([CH3:14])([CH3:15])[NH:8]2)(=[O:38])[C:32]1[CH:37]=[CH:36][CH:35]=[CH:34][CH:33]=1. (4) Given the reactants [Cl:1]N1C(=O)CCC1=O.[O:9]=[C:10]1[C:18]2[C:13](=[CH:14][CH:15]=[CH:16][CH:17]=2)[C:12](=[O:19])[N:11]1[CH2:20][CH:21]=[N:22][OH:23], predict the reaction product. The product is: [O:19]=[C:12]1[C:13]2[C:18](=[CH:17][CH:16]=[CH:15][CH:14]=2)[C:10](=[O:9])[N:11]1[CH2:20][C:21]([Cl:1])=[N:22][OH:23]. (5) Given the reactants Br[C:2]1[CH:15]=[CH:14][C:5]([O:6][CH2:7][CH2:8][N:9]([CH2:12][CH3:13])[CH2:10][CH3:11])=[CH:4][CH:3]=1.[C:16]([Si:18]([CH3:21])([CH3:20])[CH3:19])#[CH:17], predict the reaction product. The product is: [CH2:10]([N:9]([CH2:12][CH3:13])[CH2:8][CH2:7][O:6][C:5]1[CH:14]=[CH:15][C:2]([C:17]#[C:16][Si:18]([CH3:21])([CH3:20])[CH3:19])=[CH:3][CH:4]=1)[CH3:11]. (6) The product is: [C:1]1([C:17]2[CH:22]=[CH:21][CH:20]=[CH:19][CH:18]=2)[CH:6]=[CH:5][C:4]([O:7][C:8]2[CH:13]=[CH:12][C:11]([NH2:14])=[CH:10][CH:9]=2)=[CH:3][CH:2]=1. Given the reactants [C:1]1([C:17]2[CH:22]=[CH:21][CH:20]=[CH:19][CH:18]=2)[CH:6]=[CH:5][C:4]([O:7][C:8]2[CH:13]=[CH:12][C:11]([N+:14]([O-])=O)=[CH:10][CH:9]=2)=[CH:3][CH:2]=1, predict the reaction product. (7) Given the reactants [N+:1]([C:4]1[CH:9]=[CH:8][C:7](/[CH:10]=[CH:11]/[C:12]([O:14][CH3:15])=[O:13])=[CH:6][CH:5]=1)([O-])=O, predict the reaction product. The product is: [NH2:1][C:4]1[CH:5]=[CH:6][C:7]([CH2:10][CH2:11][C:12]([O:14][CH3:15])=[O:13])=[CH:8][CH:9]=1. (8) Given the reactants [CH3:1][C:2]1[CH:7]=[CH:6][C:5]([C:8]2[O:12][N:11]=[CH:10][C:9]=2[C:13]([OH:15])=O)=[CH:4][CH:3]=1.[CH2:16]([CH:23]1[CH2:27][CH2:26][CH2:25][NH:24]1)[C:17]1[CH:22]=[CH:21][CH:20]=[CH:19][CH:18]=1, predict the reaction product. The product is: [CH2:16]([CH:23]1[CH2:27][CH2:26][CH2:25][N:24]1[C:13]([C:9]1[CH:10]=[N:11][O:12][C:8]=1[C:5]1[CH:4]=[CH:3][C:2]([CH3:1])=[CH:7][CH:6]=1)=[O:15])[C:17]1[CH:22]=[CH:21][CH:20]=[CH:19][CH:18]=1. (9) Given the reactants [CH3:1][N:2]([CH3:21])[C:3]([C@H:5]1[C@H:9]([CH3:10])[CH2:8][N:7](C(OCC2C=CC=CC=2)=O)[CH2:6]1)=[O:4].C(Cl)CCl.CNC, predict the reaction product. The product is: [CH3:1][N:2]([CH3:21])[C:3]([C@H:5]1[C@H:9]([CH3:10])[CH2:8][NH:7][CH2:6]1)=[O:4]. (10) Given the reactants [C:1]([NH:5][S:6]([C:9]1[O:10][C:11]([C:14]2[N:19]=[C:18]([S:20][CH3:21])[C:17]([Cl:22])=[CH:16][N:15]=2)=[CH:12][CH:13]=1)(=[O:8])=[O:7])([CH3:4])([CH3:3])[CH3:2].C1C=C(Cl)C=C(C(OO)=[O:31])C=1, predict the reaction product. The product is: [C:1]([NH:5][S:6]([C:9]1[O:10][C:11]([C:14]2[N:19]=[C:18]([S:20]([CH3:21])=[O:31])[C:17]([Cl:22])=[CH:16][N:15]=2)=[CH:12][CH:13]=1)(=[O:7])=[O:8])([CH3:4])([CH3:3])[CH3:2].